Dataset: Peptide-MHC class I binding affinity with 185,985 pairs from IEDB/IMGT. Task: Regression. Given a peptide amino acid sequence and an MHC pseudo amino acid sequence, predict their binding affinity value. This is MHC class I binding data. (1) The peptide sequence is IPVSTNGKI. The MHC is HLA-A11:01 with pseudo-sequence HLA-A11:01. The binding affinity (normalized) is 0.0847. (2) The peptide sequence is DVNEEYTEA. The MHC is HLA-A02:02 with pseudo-sequence HLA-A02:02. The binding affinity (normalized) is 0.0749. (3) The peptide sequence is AENLWVDVY. The MHC is Mamu-A11 with pseudo-sequence Mamu-A11. The binding affinity (normalized) is 0.183.